From a dataset of Full USPTO retrosynthesis dataset with 1.9M reactions from patents (1976-2016). Predict the reactants needed to synthesize the given product. (1) The reactants are: [CH3:1][S:2](Cl)(=[O:4])=[O:3].[N:6]([CH2:9][C:10]([C:13]1[C:18]([F:19])=[CH:17][N:16]=[C:15]([Br:20])[CH:14]=1)([OH:12])[CH3:11])=[N+:7]=[N-:8].CCN(CC)CC. Given the product [N:6]([CH2:9][C:10]([O:12][S:2]([CH3:1])(=[O:4])=[O:3])([C:13]1[C:18]([F:19])=[CH:17][N:16]=[C:15]([Br:20])[CH:14]=1)[CH3:11])=[N+:7]=[N-:8], predict the reactants needed to synthesize it. (2) Given the product [Br:11][CH2:9][C:8]([C:3]1[CH:4]=[CH:5][CH:6]=[CH:7][C:2]=1[CH3:1])=[O:10], predict the reactants needed to synthesize it. The reactants are: [CH3:1][C:2]1[CH:7]=[CH:6][CH:5]=[CH:4][C:3]=1[C:8](=[O:10])[CH3:9].[Br:11]Br. (3) Given the product [NH2:22][C:3]1[C:2]([F:1])=[C:7]([C:8]([C:10]2[CH:11]=[C:12]3[C:17](=[CH:18][CH:19]=2)[N:16]=[CH:15][CH:14]=[CH:13]3)=[O:9])[C:6]([F:20])=[C:5]([F:21])[CH:4]=1, predict the reactants needed to synthesize it. The reactants are: [F:1][C:2]1[C:7]([C:8]([C:10]2[CH:11]=[C:12]3[C:17](=[CH:18][CH:19]=2)[N:16]=[CH:15][CH:14]=[CH:13]3)=[O:9])=[C:6]([F:20])[C:5]([F:21])=[CH:4][C:3]=1[NH:22]C(=O)C(C)(C)C.Cl. (4) Given the product [CH3:9][C:5]1[C:6]([CH3:8])=[CH:7][C:2]2[NH:1][C:11]([C:13]3[C:17]([N+:18]([O-:20])=[O:19])=[CH:16][NH:15][N:14]=3)=[N:10][C:3]=2[CH:4]=1, predict the reactants needed to synthesize it. The reactants are: [NH2:1][C:2]1[CH:7]=[C:6]([CH3:8])[C:5]([CH3:9])=[CH:4][C:3]=1[NH:10][C:11]([C:13]1[C:17]([N+:18]([O-:20])=[O:19])=[CH:16][NH:15][N:14]=1)=O. (5) Given the product [CH3:1][N:2]([CH:23]([CH3:25])[CH3:24])[C:3]1[C:4]([C:17]2[CH:18]=[N:19][N:20]([CH3:22])[CH:21]=2)=[N:5][C:6]2[C:11]([N:12]=1)=[CH:10][C:9]([C:13]([OH:15])=[O:14])=[CH:8][CH:7]=2, predict the reactants needed to synthesize it. The reactants are: [CH3:1][N:2]([CH:23]([CH3:25])[CH3:24])[C:3]1[C:4]([C:17]2[CH:18]=[N:19][N:20]([CH3:22])[CH:21]=2)=[N:5][C:6]2[C:11]([N:12]=1)=[CH:10][C:9]([C:13]([O:15]C)=[O:14])=[CH:8][CH:7]=2.[OH-].[Na+].O. (6) Given the product [C:14]1([C:13]2[CH:12]=[CH:11][N:10]=[CH:9][C:8]=2[NH:7][C:5](=[O:6])[C:4]2[CH:20]=[CH:21][N:22]=[C:2]([NH:29][C:24]3[CH:25]=[CH:26][CH:27]=[CH:28][N:23]=3)[CH:3]=2)[CH:19]=[CH:18][CH:17]=[CH:16][CH:15]=1, predict the reactants needed to synthesize it. The reactants are: Cl[C:2]1[CH:3]=[C:4]([CH:20]=[CH:21][N:22]=1)[C:5]([NH:7][C:8]1[CH:9]=[N:10][CH:11]=[CH:12][C:13]=1[C:14]1[CH:19]=[CH:18][CH:17]=[CH:16][CH:15]=1)=[O:6].[N:23]1[CH:28]=[CH:27][CH:26]=[CH:25][C:24]=1[NH2:29].C([O-])([O-])=O.[Cs+].[Cs+].CC1(C)C2C(=C(P(C3C=CC=CC=3)C3C=CC=CC=3)C=CC=2)OC2C(P(C3C=CC=CC=3)C3C=CC=CC=3)=CC=CC1=2. (7) Given the product [O:22]=[C:19]1[N:20]2[C@H:15]([CH2:14][CH2:13][C@H:12]([C:23]([OH:25])=[O:24])[CH2:21]2)[CH2:16][CH2:18]1, predict the reactants needed to synthesize it. The reactants are: NC1C2N(C([C@H:12]3[CH2:21][N:20]4[C@@H:15]([CH2:16]O[CH2:18][C:19]4=[O:22])[CH2:14][CH2:13]3)=NC=2Br)C=CN=1.[C:23](=[O:25])=[O:24].